From a dataset of Forward reaction prediction with 1.9M reactions from USPTO patents (1976-2016). Predict the product of the given reaction. (1) Given the reactants CC(O[CH2:6][C:7]1[C:11]([C:12]([O:14][CH3:15])=[O:13])=[C:10]([CH:16]([CH3:18])[CH3:17])[O:9][N:8]=1)(C)C.FC(F)(F)C(O)=O.OCC1C(C(OC)=O)=C(C(C)C)ON=1.C(Br)(Br)(Br)[Br:41].C1(P(C2C=CC=CC=2)C2C=CC=CC=2)C=CC=CC=1, predict the reaction product. The product is: [Br:41][CH2:6][C:7]1[C:11]([C:12]([O:14][CH3:15])=[O:13])=[C:10]([CH:16]([CH3:18])[CH3:17])[O:9][N:8]=1. (2) Given the reactants [C:1](Cl)(=O)[C:2]([Cl:4])=[O:3].[F:7][C:8]([F:28])([F:27])[C:9]1[CH:14]=[CH:13][CH:12]=[CH:11][C:10]=1[C:15]1[CH:20]=[CH:19][N:18]2[N:21]=[CH:22]C(C(O)=O)=[C:17]2[N:16]=1, predict the reaction product. The product is: [F:27][C:8]([F:7])([F:28])[C:9]1[CH:14]=[CH:13][CH:12]=[CH:11][C:10]=1[C:15]1[CH:20]=[CH:19][N:18]2[N:21]=[CH:22][C:1]([C:2]([Cl:4])=[O:3])=[C:17]2[N:16]=1. (3) The product is: [CH3:17][C@@H:13]1[CH2:14][CH2:15][CH2:16][N:12]1[CH2:11][CH2:10][C:8]1[O:9][C:5]2[CH:4]=[CH:3][C:2]([C:49]3[CH:50]=[CH:51][C:46]([CH2:45][OH:44])=[CH:47][CH:48]=3)=[CH:18][C:6]=2[CH:7]=1. Given the reactants Br[C:2]1[CH:3]=[CH:4][C:5]2[O:9][C:8]([CH2:10][CH2:11][N:12]3[CH2:16][CH2:15][CH2:14][C@H:13]3[CH3:17])=[CH:7][C:6]=2[CH:18]=1.C1(P(C2CCCCC2)C2CCCCC2)C(C2C=CC=CC=2)=CC=CC=1.[OH:44][CH2:45][C:46]1[CH:51]=[CH:50][C:49](B(O)O)=[CH:48][CH:47]=1.C([O-])([O-])=O.[Na+].[Na+], predict the reaction product. (4) Given the reactants [NH2:1][C:2]1[C:3]([NH:9][C@@H:10]2[CH2:14][C@H:13]([CH2:15][OH:16])[C@@H:12]([OH:17])[C@H:11]2[OH:18])=[N:4][CH:5]=[N:6][C:7]=1[Cl:8].O.[C:20]1(C)[CH:25]=CC(S(O)(=O)=O)=C[CH:21]=1.[CH3:31]OC(OC)OC.CC(C)=O.COC(OC)(C)C.C(=O)(O)[O-].[Na+], predict the reaction product. The product is: [Cl:8][C:7]1[N:6]=[CH:5][N:4]=[C:3]2[C:2]=1[N:1]=[CH:31][N:9]2[C@H:10]1[C@@H:11]2[O:18][C:20]([CH3:25])([CH3:21])[O:17][C@@H:12]2[C@@H:13]([CH2:15][OH:16])[CH2:14]1. (5) Given the reactants [Cl:1][C:2]1[CH:10]=[CH:9][C:5]([C:6]([OH:8])=[O:7])=[C:4]([CH3:11])[C:3]=1[SH:12].[CH3:13]O, predict the reaction product. The product is: [Cl:1][C:2]1[CH:10]=[CH:9][C:5]([C:6]([O:8][CH3:13])=[O:7])=[C:4]([CH3:11])[C:3]=1[SH:12]. (6) Given the reactants [NH2:1][C:2]1[CH:7]=[CH:6][C:5]([CH2:8][C:9]([NH:11][CH2:12][CH2:13][N:14]([CH3:16])[CH3:15])=[O:10])=[CH:4][C:3]=1[C:17]1[CH2:22][CH2:21][C:20]([CH3:24])([CH3:23])[CH2:19][CH:18]=1.[C:25]([C:27]1[N:28]=[C:29]([C:40]([O-])=[O:41])[N:30]([CH2:32][O:33][CH2:34][CH2:35][Si:36]([CH3:39])([CH3:38])[CH3:37])[CH:31]=1)#[N:26].[K+], predict the reaction product. The product is: [CH3:15][N:14]([CH3:16])[CH2:13][CH2:12][NH:11][C:9]([CH2:8][C:5]1[CH:6]=[CH:7][C:2]([NH:1][C:40]([C:29]2[N:30]([CH2:32][O:33][CH2:34][CH2:35][Si:36]([CH3:39])([CH3:38])[CH3:37])[CH:31]=[C:27]([C:25]#[N:26])[N:28]=2)=[O:41])=[C:3]([C:17]2[CH2:22][CH2:21][C:20]([CH3:24])([CH3:23])[CH2:19][CH:18]=2)[CH:4]=1)=[O:10]. (7) Given the reactants Cl.Cl.C([O:11][CH2:12][CH2:13][O:14][CH2:15][CH2:16][N:17]1[C:25]2[C:24]([NH:26][C:27]3[CH:32]=[CH:31][C:30]([O:33][C:34]4[CH:39]=[CH:38][CH:37]=[C:36]([NH2:40])[CH:35]=4)=[C:29]([Cl:41])[CH:28]=3)=[N:23][CH:22]=[N:21][C:20]=2[CH:19]=[CH:18]1)(=O)C1C=CC=CC=1.[OH:42][C:43]([CH3:49])([CH3:48])[CH2:44][C:45](O)=[O:46].Cl.C(N=C=NCCCN(C)C)C.ON1C2C=CC=CC=2N=N1.[OH-].[Na+], predict the reaction product. The product is: [Cl:41][C:29]1[CH:28]=[C:27]([NH:26][C:24]2[C:25]3[N:17]([CH2:16][CH2:15][O:14][CH2:13][CH2:12][OH:11])[CH:18]=[CH:19][C:20]=3[N:21]=[CH:22][N:23]=2)[CH:32]=[CH:31][C:30]=1[O:33][C:34]1[CH:35]=[C:36]([NH:40][C:45](=[O:46])[CH2:44][C:43]([OH:42])([CH3:49])[CH3:48])[CH:37]=[CH:38][CH:39]=1.